The task is: Predict which catalyst facilitates the given reaction.. This data is from Catalyst prediction with 721,799 reactions and 888 catalyst types from USPTO. Reactant: [Al+3].[Cl-].[Cl-].[Cl-].[H-].[Al+3].[Li+].[H-].[H-].[H-].[CH2:11]([O:18][CH2:19][CH2:20][C@H:21]1[CH2:26][CH2:25][C@H:24]([C@@:27]23[CH2:34][CH2:33][C:32](=O)[N:31]2[C@@H:30]([C:36]2[CH:41]=[CH:40][CH:39]=[CH:38][CH:37]=2)[CH2:29][O:28]3)[CH2:23][CH2:22]1)[C:12]1[CH:17]=[CH:16][CH:15]=[CH:14][CH:13]=1. Product: [CH2:11]([O:18][CH2:19][CH2:20][C@H:21]1[CH2:26][CH2:25][C@H:24]([C@H:27]2[CH2:34][CH2:33][CH2:32][N:31]2[C@@H:30]([C:36]2[CH:41]=[CH:40][CH:39]=[CH:38][CH:37]=2)[CH2:29][OH:28])[CH2:23][CH2:22]1)[C:12]1[CH:13]=[CH:14][CH:15]=[CH:16][CH:17]=1. The catalyst class is: 1.